This data is from Forward reaction prediction with 1.9M reactions from USPTO patents (1976-2016). The task is: Predict the product of the given reaction. Given the reactants [NH2:1][C@@H:2]([CH2:13][N:14]1[CH:19]2[CH2:20][CH2:21][CH:15]1[CH2:16][N:17]([CH2:22][C:23]1[CH:28]=[CH:27][CH:26]=[CH:25][CH:24]=1)[CH2:18]2)[CH2:3][O:4][C:5]1[CH:12]=[CH:11][C:8]([C:9]#[N:10])=[CH:7][CH:6]=1.C(Cl)Cl.C(N(CC)CC)C.[CH3:39][O:40][C:41](Cl)=[O:42], predict the reaction product. The product is: [CH2:22]([N:17]1[CH2:18][CH:19]2[N:14]([CH2:13][C@H:2]([NH:1][C:41](=[O:42])[O:40][CH3:39])[CH2:3][O:4][C:5]3[CH:12]=[CH:11][C:8]([C:9]#[N:10])=[CH:7][CH:6]=3)[CH:15]([CH2:21][CH2:20]2)[CH2:16]1)[C:23]1[CH:24]=[CH:25][CH:26]=[CH:27][CH:28]=1.